Task: Token-level Classification. Given an antigen amino acid sequence, predict which amino acid positions are active epitope sites capable of antibody binding. Output is a list of indices for active positions.. Dataset: B-cell epitopes from IEDB database with 3,159 antigens for binding position prediction (1) Given the antigen sequence: MSVEIESIEHELEESIASLRQAGVRITPQRQAILRYLISSHTHPTADEIYQALSPDFPNISVATIYNNLRVFKDIGIVKELTYGDSSSRFDFNTHNHYHIICEQCGKIVDFQYPQLNEIERLAQHMTDFDVTHHRMEIYGVCKECQDK, which amino acid positions are active epitope sites? The epitope positions are: [119, 120, 121, 122, 123, 124, 125, 126, 127, 128, 129, 130, 131, 132, 133, 134]. The amino acids at these positions are: ERLAQHMTDFDVTHHR. (2) The epitope positions are: [143, 144, 145, 146, 147, 148, 149, 150, 151, 152, 153, 154, 155, 156, 157]. The amino acids at these positions are: NDATYQRTRALVRTG. Given the antigen sequence: MASQGTKRSYEQMETDGERQNATEIRASVGKMIGGIGRFYIQMCTELKLSDYEGRLIQNSLTIERMVLSAFDERRNKYLEEHPSAGKDPKKTGGPIYRRVNGKWMRELILYDKEEIRRIWRQANNGDDATAGLTHMMIWHSNLNDATYQRTRALVRTGMDPRMCSLMQGSTLPRRSGAAGAAVKGVGTMVMELVRMIKRGINDRNFWRGENGRKTRIAYERMCNILKGKFQTAAQKAMMDQVRESRDPGNAEFEDLTFLARSALILRGSVAHKSCLPACVYGPAVASGYDFEREGYSLVGIDPFRLLQNSQVYSLIRPNENPAHKSQLVWMACHSAAFEDLRVLSFIKGTKVVPRGKLSTRGVQIASNENMETMESSTLELRSRYWAIRTRSGGNTNQQRASAGQISIQPTFSVQRNLPFDRTTVMAAFTGNTEGRTSDMRTEIIRMMESARPEDVSFQGRGVFELSDEKAASPIVPSFDMSNEGSYFFGDNAEEYDN, which amino acid positions are active epitope sites? (3) Given the antigen sequence: QFRVIGPRHPIRALVGDEVELPCRISPGKNATGMEVGWYRPPFSRVVHLYRNGKDQDGDQAPEYRGRTELLKDAIGEGKVTLRIRNVRFSDEGGFTCFFRDHSYQEEAAMELKVEDPFYWVSPGVLVLLAVLPVLLLQITLGLVFLCLQYRLRGKLRAEIENLHRTFGQFLEELRNPF, which amino acid positions are active epitope sites? The epitope positions are: [28, 29, 30, 31, 32, 33, 34, 35, 36, 37, 38, 39, 40, 41, 42, 43, 44, 45, 46, 47... (21 total positions)]. The amino acids at these positions are: KNATGMEVGWYRPPFSRVVHL.